From a dataset of Full USPTO retrosynthesis dataset with 1.9M reactions from patents (1976-2016). Predict the reactants needed to synthesize the given product. (1) Given the product [CH2:32]([NH:31][C:28]1[N:29]=[CH:30][C:19]2[C:18](=[O:34])[N:17]([C:13]3[CH:14]=[CH:15][CH:16]=[C:11]([C:9]4[O:10][C:6]([CH2:5][OH:4])=[N:7][N:8]=4)[CH:12]=3)[CH2:26][C@H:25]3[N:21]([CH2:22][CH2:23][CH2:24]3)[C:20]=2[N:27]=1)[CH3:33], predict the reactants needed to synthesize it. The reactants are: C([O:4][CH2:5][C:6]1[O:10][C:9]([C:11]2[CH:12]=[C:13]([N:17]3[CH2:26][C@H:25]4[N:21]([CH2:22][CH2:23][CH2:24]4)[C:20]4[N:27]=[C:28]([NH:31][CH2:32][CH3:33])[N:29]=[CH:30][C:19]=4[C:18]3=[O:34])[CH:14]=[CH:15][CH:16]=2)=[N:8][N:7]=1)(=O)C.[OH-].[Na+].C(OCC)(=O)C. (2) Given the product [Cl:11][C:12]1[C:17]([O:18][CH2:2][CH2:3][CH3:4])=[CH:16][CH:15]=[CH:14][C:13]=1[OH:19], predict the reactants needed to synthesize it. The reactants are: Br[CH2:2][CH2:3][CH3:4].C(=O)([O-])[O-].[K+].[K+].[Cl:11][C:12]1[C:17]([OH:18])=[CH:16][CH:15]=[CH:14][C:13]=1[OH:19].